From a dataset of Forward reaction prediction with 1.9M reactions from USPTO patents (1976-2016). Predict the product of the given reaction. (1) The product is: [Cl:1][C:2]1[CH:3]=[C:4]2[C:10]([C:11]3[N:16]=[C:15]([NH:17][CH2:18][C@H:19]4[CH2:24][CH2:23][CH2:22][N:21]([C:49](=[O:50])[CH2:48][CH2:47][O:46][CH3:45])[CH2:20]4)[C:14]([F:25])=[CH:13][N:12]=3)=[CH:9][NH:8][C:5]2=[N:6][CH:7]=1. Given the reactants [Cl:1][C:2]1[CH:3]=[C:4]2[C:10]([C:11]3[N:16]=[C:15]([NH:17][CH2:18][CH:19]4[CH2:24][CH2:23][CH2:22][NH:21][CH2:20]4)[C:14]([F:25])=[CH:13][N:12]=3)=[CH:9][N:8](S(C3C=CC(C)=CC=3)(=O)=O)[C:5]2=[N:6][CH:7]=1.CCN(C(C)C)C(C)C.[CH3:45][O:46][CH2:47][CH2:48][C:49](Cl)=[O:50], predict the reaction product. (2) Given the reactants [NH:1]1[CH2:4][CH:3]([C:5]2[NH:9][C:8]3[CH:10]=[CH:11][C:12]([C:14]#[N:15])=[CH:13][C:7]=3[N:6]=2)[CH2:2]1.[Cl:16][C:17]1[C:22](Cl)=[N:21][CH:20]=[CH:19][N:18]=1.C([O-])([O-])=O.[K+].[K+], predict the reaction product. The product is: [Cl:16][C:17]1[C:22]([N:1]2[CH2:4][CH:3]([C:5]3[NH:9][C:8]4[CH:10]=[CH:11][C:12]([C:14]#[N:15])=[CH:13][C:7]=4[N:6]=3)[CH2:2]2)=[N:21][CH:20]=[CH:19][N:18]=1.